Dataset: Full USPTO retrosynthesis dataset with 1.9M reactions from patents (1976-2016). Task: Predict the reactants needed to synthesize the given product. (1) Given the product [C:32]([C:34]1[CH:39]=[CH:38][C:37]([CH:40]2[C:49]3[C:48](=[O:50])[CH2:47][CH2:46][CH2:45][C:44]=3[N:43]([C:51]3[CH:56]=[CH:55][CH:54]=[C:53]([C:57]([F:59])([F:60])[F:58])[CH:52]=3)[C:42](=[O:61])[N:41]2[CH2:62][C:63]([NH2:8])=[O:64])=[CH:36][CH:35]=1)#[N:33], predict the reactants needed to synthesize it. The reactants are: F[P-](F)(F)(F)(F)F.[N:8]1(OC(N(C)C)=[N+](C)C)C2N=CC=CC=2N=N1.C(N(CC)CC)C.[C:32]([C:34]1[CH:39]=[CH:38][C:37]([CH:40]2[C:49]3[C:48](=[O:50])[CH2:47][CH2:46][CH2:45][C:44]=3[N:43]([C:51]3[CH:56]=[CH:55][CH:54]=[C:53]([C:57]([F:60])([F:59])[F:58])[CH:52]=3)[C:42](=[O:61])[N:41]2[CH2:62][C:63](O)=[O:64])=[CH:36][CH:35]=1)#[N:33].N. (2) Given the product [CH3:8][O:9][C:10]1[C:18]2[C:13](=[CH:14][CH:15]=[CH:16][C:17]=2[CH:19]([C:25]2[CH:30]=[CH:29][CH:28]=[CH:27][CH:26]=2)[CH2:20][CH2:21][NH:23][CH3:24])[NH:12][N:11]=1, predict the reactants needed to synthesize it. The reactants are: FC(F)(F)C([O-])=O.[CH3:8][O:9][C:10]1[C:18]2[C:13](=[CH:14][CH:15]=[CH:16][C:17]=2[CH:19]([C:25]2[CH:30]=[CH:29][CH:28]=[CH:27][CH:26]=2)[CH2:20][C:21]([NH:23][CH3:24])=O)[NH:12][N:11]=1.FC(F)(F)C(O)=O.N1C2C(=CC=CC=2C(C2C=CC=CC=2)CCNC)C=C1.